From a dataset of Full USPTO retrosynthesis dataset with 1.9M reactions from patents (1976-2016). Predict the reactants needed to synthesize the given product. (1) Given the product [OH:9][CH2:8][C:3]1[C:2]([NH:1][C:20](=[O:21])[C:19]2[CH:23]=[C:24]([C:27]3[CH:28]=[CH:29][N:30]=[CH:31][CH:32]=3)[CH:25]=[CH:26][C:18]=2[O:17][CH2:16][C:10]2[CH:11]=[CH:12][CH:13]=[CH:14][CH:15]=2)=[CH:7][CH:6]=[CH:5][N:4]=1, predict the reactants needed to synthesize it. The reactants are: [NH2:1][C:2]1[C:3]([CH2:8][OH:9])=[N:4][CH:5]=[CH:6][CH:7]=1.[C:10]1([CH2:16][O:17][C:18]2[CH:26]=[CH:25][C:24]([C:27]3[CH:32]=[CH:31][N:30]=[CH:29][CH:28]=3)=[CH:23][C:19]=2[C:20](O)=[O:21])[CH:15]=[CH:14][CH:13]=[CH:12][CH:11]=1.C(Cl)CCl.C1C=CC2N(O)N=NC=2C=1.C(N(CC)CC)C. (2) The reactants are: Br[CH:2]([C:6]1[CH:11]=[CH:10][CH:9]=[CH:8][C:7]=1[Cl:12])[C:3]([OH:5])=[O:4].C([O-])([O-])=O.[K+].[K+].[CH3:19][N:20]1[CH2:25][CH2:24][NH:23][CH2:22][CH2:21]1. Given the product [ClH:12].[Cl:12][C:7]1[CH:8]=[CH:9][CH:10]=[CH:11][C:6]=1[CH:2]([N:23]1[CH2:24][CH2:25][N:20]([CH3:19])[CH2:21][CH2:22]1)[C:3]([OH:5])=[O:4], predict the reactants needed to synthesize it. (3) Given the product [F:34][C:33]([F:36])([F:35])[C:31]([OH:37])=[O:32].[CH3:30][O:29][C:18]1[N:19]=[N:20][C:21]([C:23]2[CH:28]=[CH:27][N:26]=[CH:25][CH:24]=2)=[CH:22][C:17]=1[C:9]1[NH:8][C:16]2[C:11]([CH:10]=1)=[CH:12][CH:13]=[CH:14][CH:15]=2, predict the reactants needed to synthesize it. The reactants are: C(OC([N:8]1[C:16]2[C:11](=[CH:12][CH:13]=[CH:14][CH:15]=2)[CH:10]=[C:9]1[C:17]1[CH:22]=[C:21]([C:23]2[CH:28]=[CH:27][N:26]=[CH:25][CH:24]=2)[N:20]=[N:19][C:18]=1[O:29][CH3:30])=O)(C)(C)C.[C:31]([OH:37])([C:33]([F:36])([F:35])[F:34])=[O:32]. (4) Given the product [CH3:3][CH:2]([C:4]1[CH:5]=[CH:6][C:7]([CH:10]2[CH2:15][NH:14][CH2:13][CH:12]([C:16]([O:18][CH2:19][CH3:20])=[O:17])[CH2:11]2)=[CH:8][CH:9]=1)[CH3:1], predict the reactants needed to synthesize it. The reactants are: [CH3:1][CH:2]([C:4]1[CH:9]=[CH:8][C:7]([C:10]2[CH:11]=[C:12]([C:16]([O:18][CH2:19][CH3:20])=[O:17])[CH:13]=[N:14][CH:15]=2)=[CH:6][CH:5]=1)[CH3:3].[H][H]. (5) Given the product [NH2:10][CH2:9][CH2:8][C:7]1[C:6]([NH:21][C@@H:22]2[C:30]3[C:25](=[CH:26][CH:27]=[CH:28][CH:29]=3)[CH2:24][CH2:23]2)=[CH:34][CH:4]=[N:3][C:2]=1[Cl:1], predict the reactants needed to synthesize it. The reactants are: [Cl:1][C:2]1[C:7]([CH2:8][CH2:9][N:10]2C(=O)C3C(=CC=CC=3)C2=O)=[C:6]([NH:21][C@@H:22]2[C:30]3[C:25](=[CH:26][CH:27]=[CH:28][CH:29]=3)[CH2:24][CH2:23]2)N=[CH:4][N:3]=1.O.NN.[CH2:34](O)C. (6) Given the product [Cl:1][C:2]1[C:3]([NH:13][CH:14]2[CH2:16][CH2:15]2)=[N:4][C:5]2[C:10]([N:11]=1)=[CH:9][C:8]([C:19]#[N:20])=[CH:7][CH:6]=2, predict the reactants needed to synthesize it. The reactants are: [Cl:1][C:2]1[C:3]([NH:13][CH:14]2[CH2:16][CH2:15]2)=[N:4][C:5]2[C:10]([N:11]=1)=[CH:9][C:8](F)=[CH:7][CH:6]=2.ClC1[C:19](NC2CC2)=[N:20]C2C(N=1)=CC(F)=C(F)C=2.ClC1C(NC(C)C)=NC2C(N=1)=CC(C#N)=CC=2.ClC1N=C2C=NC=CC2=NC=1NCC(F)F.ClC1N=C2C=NC=CC2=NC=1NC1CC1.ClC1N=C2C=NC=C(Cl)C2=NC=1NC1CC1.ClC1N=C2C=NC(C)=CC2=NC=1NC1CC1.ClC1N=C2C(C)=NC=CC2=NC=1NC1CC1.ClC1C(NC2CCC2)=NC2C(N=1)=CC(C#N)=CC=2.ClC1C(NCCF)=NC2C(N=1)=CC(C#N)=CC=2.ClC1C(NCCCOC)=NC2C(N=1)=CC=CC=2.ClC1C(NCCC(F)(F)F)=NC2C(N=1)=CC(C#N)=CC=2.BrC1C=C2C(=CC=1)N=C(NC1CC1)C(Cl)=N2.BrC1N=CC2=NC(Cl)=C(NC3CC3)N=C2C=1.ClC1N=C2C=NC(Cl)=CC2=NC=1NC1CC1. (7) Given the product [C:36]([OH:43])(=[O:42])/[CH:37]=[CH:38]\[C:39]([OH:41])=[O:40].[F:35][C:2]([F:1])([F:34])[C:3]1[CH:29]=[C:28]([C:30]([F:32])([F:33])[F:31])[CH:27]=[CH:26][C:4]=1[CH2:5][N:6]1[CH2:7][CH2:8][CH:9](/[CH:12]=[C:13]2/[C:14]([NH:19][CH2:20][C:21]#[C:22][CH:23]3[CH2:24][CH2:25]3)=[N:15][C:16](=[O:18])[S:17]/2)[CH2:10][CH2:11]1, predict the reactants needed to synthesize it. The reactants are: [F:1][C:2]([F:35])([F:34])[C:3]1[CH:29]=[C:28]([C:30]([F:33])([F:32])[F:31])[CH:27]=[CH:26][C:4]=1[CH2:5][N:6]1[CH2:11][CH2:10][CH:9](/[CH:12]=[C:13]2/[C:14]([NH:19][CH2:20][C:21]#[C:22][CH:23]3[CH2:25][CH2:24]3)=[N:15][C:16](=[O:18])[S:17]/2)[CH2:8][CH2:7]1.[C:36]([OH:43])(=[O:42])/[CH:37]=[CH:38]\[C:39]([OH:41])=[O:40]. (8) Given the product [CH3:56][Si:57]([CH3:71])([CH3:70])[CH2:58][CH2:59][O:60][C:61]([N:63]1[CH2:64][CH2:65][CH:66]([NH:69][CH2:54][C:21]2[CH:22]=[C:23]([C:26]3[CH:53]=[CH:52][C:29]4[N:30]([C:33]([C:46]5[CH:47]=[CH:48][CH:49]=[CH:50][CH:51]=5)([C:40]5[CH:45]=[CH:44][CH:43]=[CH:42][CH:41]=5)[C:34]5[CH:39]=[CH:38][CH:37]=[CH:36][CH:35]=5)[N:31]=[N:32][C:28]=4[CH:27]=3)[CH:24]=[CH:25][C:20]=2[F:19])[CH2:67][CH2:68]1)=[O:62], predict the reactants needed to synthesize it. The reactants are: C(O[BH-](OC(=O)C)OC(=O)C)(=O)C.[Na+].C(O)(=O)C.[F:19][C:20]1[CH:25]=[CH:24][C:23]([C:26]2[CH:53]=[CH:52][C:29]3[N:30]([C:33]([C:46]4[CH:51]=[CH:50][CH:49]=[CH:48][CH:47]=4)([C:40]4[CH:45]=[CH:44][CH:43]=[CH:42][CH:41]=4)[C:34]4[CH:39]=[CH:38][CH:37]=[CH:36][CH:35]=4)[N:31]=[N:32][C:28]=3[CH:27]=2)=[CH:22][C:21]=1[CH:54]=O.[CH3:56][Si:57]([CH3:71])([CH3:70])[CH2:58][CH2:59][O:60][C:61]([N:63]1[CH2:68][CH2:67][CH:66]([NH2:69])[CH2:65][CH2:64]1)=[O:62].C(=O)([O-])[O-].[Na+].[Na+]. (9) Given the product [OH:2][C:1]1[CH:3]=[C:4]([CH:6]=[CH:7][CH:8]=1)[O:5][C:10]1[CH:19]=[CH:18][C:17]2[C:12](=[C:13]([C:20]3[NH:28][C:27]4[CH2:26][CH2:25][NH:24][C:23](=[O:29])[C:22]=4[CH:21]=3)[CH:14]=[CH:15][CH:16]=2)[N:11]=1, predict the reactants needed to synthesize it. The reactants are: [C:1]1([CH:8]=[CH:7][CH:6]=[C:4]([OH:5])[CH:3]=1)[OH:2].Cl[C:10]1[CH:19]=[CH:18][C:17]2[C:12](=[C:13]([C:20]3[NH:28][C:27]4[CH2:26][CH2:25][NH:24][C:23](=[O:29])[C:22]=4[CH:21]=3)[CH:14]=[CH:15][CH:16]=2)[N:11]=1.